Dataset: Catalyst prediction with 721,799 reactions and 888 catalyst types from USPTO. Task: Predict which catalyst facilitates the given reaction. (1) Reactant: [CH2:1]([N:5]1[C:13]2[C:8](=[CH:9][C:10]([O:14]C)=[CH:11][CH:12]=2)[CH:7]=[N:6]1)[CH:2]([CH3:4])[CH3:3].B(Br)(Br)Br. Product: [CH2:1]([N:5]1[C:13]2[C:8](=[CH:9][C:10]([OH:14])=[CH:11][CH:12]=2)[CH:7]=[N:6]1)[CH:2]([CH3:4])[CH3:3]. The catalyst class is: 4. (2) Reactant: [CH:1]1([S:4]([C:7]2[CH:12]=[CH:11][C:10]([CH:13]([C:21]3[NH:25][C:24]([C:26]4[N:31]=[CH:30][C:29]([OH:32])=[CH:28][CH:27]=4)=[CH:23][CH:22]=3)[CH2:14][CH:15]3[CH2:20][CH2:19][O:18][CH2:17][CH2:16]3)=[CH:9][CH:8]=2)(=[O:6])=[O:5])[CH2:3][CH2:2]1.Cl[CH2:34][C:35](=[O:37])[CH3:36].C(=O)([O-])[O-].[K+].[K+].[I-].[K+].[Cl-].[NH4+]. Product: [CH:1]1([S:4]([C:7]2[CH:12]=[CH:11][C:10]([CH:13]([C:21]3[NH:25][C:24]([C:26]4[N:31]=[CH:30][C:29]([O:32][CH2:34][C:35](=[O:37])[CH3:36])=[CH:28][CH:27]=4)=[CH:23][CH:22]=3)[CH2:14][CH:15]3[CH2:20][CH2:19][O:18][CH2:17][CH2:16]3)=[CH:9][CH:8]=2)(=[O:6])=[O:5])[CH2:3][CH2:2]1. The catalyst class is: 21. (3) Reactant: [CH3:1][O:2][C:3]1[CH:4]=[CH:5][CH:6]=[C:7]2[C:11]=1[NH:10][N:9]=[C:8]2[CH2:12][CH2:13][C:14]([O:16]C)=[O:15].[OH-].[Na+]. Product: [CH3:1][O:2][C:3]1[CH:4]=[CH:5][CH:6]=[C:7]2[C:11]=1[NH:10][N:9]=[C:8]2[CH2:12][CH2:13][C:14]([OH:16])=[O:15]. The catalyst class is: 7. (4) Reactant: [F:1][C:2]([F:44])([F:43])[C:3]1[CH:4]=[C:5]([C@H:13]([O:15][C@H:16]2[O:34][CH2:33][C@@H:19]3[CH2:20][N:21]([C:23]4[S:24][C:25]([C:28](OCC)=[O:29])=[CH:26][N:27]=4)[CH2:22][C@H:18]3[C@@H:17]2[C:35]2[CH:40]=[CH:39][C:38]([F:41])=[CH:37][C:36]=2[CH3:42])[CH3:14])[CH:6]=[C:7]([C:9]([F:12])([F:11])[F:10])[CH:8]=1.[H-].[H-].[H-].[H-].[Li+].[Al+3]. Product: [F:12][C:9]([F:10])([F:11])[C:7]1[CH:6]=[C:5]([C@H:13]([O:15][C@H:16]2[O:34][CH2:33][C@@H:19]3[CH2:20][N:21]([C:23]4[S:24][C:25]([CH2:28][OH:29])=[CH:26][N:27]=4)[CH2:22][C@H:18]3[C@@H:17]2[C:35]2[CH:40]=[CH:39][C:38]([F:41])=[CH:37][C:36]=2[CH3:42])[CH3:14])[CH:4]=[C:3]([C:2]([F:1])([F:44])[F:43])[CH:8]=1. The catalyst class is: 1. (5) Reactant: [C:1]([C:5]1[CH:6]=[C:7]([C:18]2[C:19]([O:24]C)=[N:20][CH:21]=[CH:22][CH:23]=2)[CH:8]=[C:9]([O:11][C:12]2[CH:17]=[CH:16][CH:15]=[CH:14][CH:13]=2)[CH:10]=1)([CH3:4])([CH3:3])[CH3:2].Br.C([O-])(O)=O.[Na+]. Product: [C:1]([C:5]1[CH:6]=[C:7]([C:18]2[C:19](=[O:24])[NH:20][CH:21]=[CH:22][CH:23]=2)[CH:8]=[C:9]([O:11][C:12]2[CH:17]=[CH:16][CH:15]=[CH:14][CH:13]=2)[CH:10]=1)([CH3:4])([CH3:2])[CH3:3]. The catalyst class is: 52.